This data is from Forward reaction prediction with 1.9M reactions from USPTO patents (1976-2016). The task is: Predict the product of the given reaction. (1) The product is: [C:15]([C:14]([C:17]1[CH:22]=[CH:21][CH:20]=[CH:19][CH:18]=1)=[CH:12][NH:11][NH:10][C:8]([C:5]1[S:4][N:3]=[C:2]([Cl:1])[C:6]=1[Cl:7])=[O:9])#[N:16]. Given the reactants [Cl:1][C:2]1[C:6]([Cl:7])=[C:5]([C:8]([NH:10][NH2:11])=[O:9])[S:4][N:3]=1.[CH:12]([CH:14]([C:17]1[CH:22]=[CH:21][CH:20]=[CH:19][CH:18]=1)[C:15]#[N:16])=O.C(O)(=O)C, predict the reaction product. (2) The product is: [ClH:1].[CH3:23][N:24]1[CH2:29][CH2:28][N:27]([C:30]2[CH:37]=[CH:36][C:33]([CH2:34][N:35]3[C:14](=[O:15])[C:13]4[CH:18]=[CH:19][CH:20]=[CH:21][C:12]=4[N:11]4[C:10](=[O:22])[C:9]5[CH:8]=[CH:7][CH:6]=[CH:5][C:4]=5[N:3]=[C:2]34)=[CH:32][CH:31]=2)[CH2:26][CH2:25]1. Given the reactants [Cl:1][C:2]1[N:11]([C:12]2[CH:21]=[CH:20][CH:19]=[CH:18][C:13]=2[C:14](OC)=[O:15])[C:10](=[O:22])[C:9]2[C:4](=[CH:5][CH:6]=[CH:7][CH:8]=2)[N:3]=1.[CH3:23][N:24]1[CH2:29][CH2:28][N:27]([C:30]2[CH:37]=[CH:36][C:33]([CH2:34][NH2:35])=[CH:32][CH:31]=2)[CH2:26][CH2:25]1.C1COCC1.C(Cl)Cl.CCN(CC)CC.O, predict the reaction product. (3) Given the reactants [CH3:1][O:2][C:3]([C:5]1[O:6][C:7]([CH3:27])=[C:8]([CH2:10][O:11][C:12]2[CH:17]=[CH:16][C:15](B3OC(C)(C)C(C)(C)O3)=[CH:14][CH:13]=2)[CH:9]=1)=[O:4].C(=O)([O-])[O-].[Cs+].[Cs+].I[C:35]1[CH:40]=[CH:39][C:38]([O:41][CH3:42])=[CH:37][N:36]=1.O=O.Cl, predict the reaction product. The product is: [CH3:1][O:2][C:3]([C:5]1[O:6][C:7]([CH3:27])=[C:8]([CH2:10][O:11][C:12]2[CH:13]=[CH:14][C:15]([C:35]3[CH:40]=[CH:39][C:38]([O:41][CH3:42])=[CH:37][N:36]=3)=[CH:16][CH:17]=2)[CH:9]=1)=[O:4]. (4) Given the reactants C[C:2]([O:9][C:10]1[CH:15]=[CH:14][CH:13]=[CH:12][CH:11]=1)(C)[C:3]([O:5]CC)=[O:4].[OH-].[Na+].C[CH2:19][OH:20], predict the reaction product. The product is: [CH3:19][O:20][C:13]1[CH:12]=[CH:11][C:10]([O:9][CH2:2][C:3]([OH:5])=[O:4])=[CH:15][CH:14]=1. (5) The product is: [ClH:1].[Cl:1][C:2]1[CH:13]=[C:12]2[C:5](=[CH:4][CH:3]=1)[NH:6][C:7]1[CH:14]([C:15]3[CH:20]=[CH:19][C:18]([O:21][CH3:22])=[CH:17][CH:16]=3)[NH:11][CH2:10][CH2:9][C:8]2=1. Given the reactants [Cl:1][C:2]1[CH:13]=[C:12]2[C:5]([NH:6][CH:7]=[C:8]2[CH2:9][CH2:10][NH2:11])=[CH:4][CH:3]=1.[CH:14](=O)[C:15]1[CH:20]=[CH:19][C:18]([O:21][CH3:22])=[CH:17][CH:16]=1.Cl.C(O)(=O)C, predict the reaction product. (6) Given the reactants [C:1]([C:3]1[CH:4]=[C:5]([C:23]2[N:38]=[CH:37][CH:36]=[CH:35][C:24]=2[C:25]([O:27]CC2C=CC=CC=2)=[O:26])[CH:6]=[CH:7][C:8]=1[O:9][CH2:10][CH2:11][C:12]1[CH:17]=[CH:16][C:15]([O:18][S:19]([CH3:22])(=[O:21])=[O:20])=[CH:14][CH:13]=1)#[N:2].[H][H], predict the reaction product. The product is: [C:1]([C:3]1[CH:4]=[C:5]([C:23]2[N:38]=[CH:37][CH:36]=[CH:35][C:24]=2[C:25]([OH:27])=[O:26])[CH:6]=[CH:7][C:8]=1[O:9][CH2:10][CH2:11][C:12]1[CH:13]=[CH:14][C:15]([O:18][S:19]([CH3:22])(=[O:21])=[O:20])=[CH:16][CH:17]=1)#[N:2].